Dataset: Full USPTO retrosynthesis dataset with 1.9M reactions from patents (1976-2016). Task: Predict the reactants needed to synthesize the given product. (1) Given the product [ClH:18].[CH3:1][S:2]([N:5]1[CH2:10][CH2:9][NH:8][CH2:7][CH2:6]1)(=[O:4])=[O:3], predict the reactants needed to synthesize it. The reactants are: [CH3:1][S:2]([N:5]1[CH2:10][CH2:9][N:8](C(OC(C)(C)C)=O)[CH2:7][CH2:6]1)(=[O:4])=[O:3].[ClH:18]. (2) The reactants are: N(C(OC(C)(C)C)=O)=NC(OC(C)(C)C)=O.C1(P(C2C=CC=CC=2)C2C=CC=CC=2)C=CC=CC=1.[C:36]([N:44]1[CH2:49][CH2:48][N:47]([C:50](=[O:54])[C@H:51]([OH:53])[CH3:52])[C@H:46]([CH3:55])[CH2:45]1)(=[O:43])[C:37]1[CH:42]=[CH:41][CH:40]=[CH:39][CH:38]=1.[CH3:56][O:57][C:58]([C:60]1[CH:65]=[C:64]([O:66][CH3:67])[C:63](O)=[CH:62][N:61]=1)=[O:59]. Given the product [CH3:56][O:57][C:58]([C:60]1[CH:65]=[C:64]([O:66][CH3:67])[C:63]([O:53][C@@H:51]([CH3:52])[C:50]([N:47]2[CH2:48][CH2:49][N:44]([C:36](=[O:43])[C:37]3[CH:38]=[CH:39][CH:40]=[CH:41][CH:42]=3)[CH2:45][C@H:46]2[CH3:55])=[O:54])=[CH:62][N:61]=1)=[O:59], predict the reactants needed to synthesize it. (3) Given the product [CH2:30]([C:11]1([CH2:43][CH:41]=[CH2:40])[S:10](=[O:26])(=[O:27])[CH2:9][C@:8]([C:6]2[CH:7]=[C:2]([Br:1])[CH:3]=[CH:4][C:5]=2[F:29])([CH3:28])[N:13]([CH2:14][C:15]2[CH:20]=[CH:19][C:18]([O:21][CH3:22])=[CH:17][C:16]=2[O:23][CH3:24])[C:12]1=[O:25])[CH:31]=[CH2:32], predict the reactants needed to synthesize it. The reactants are: [Br:1][C:2]1[CH:3]=[CH:4][C:5]([F:29])=[C:6]([C@@:8]2([CH3:28])[N:13]([CH2:14][C:15]3[CH:20]=[CH:19][C:18]([O:21][CH3:22])=[CH:17][C:16]=3[O:23][CH3:24])[C:12](=[O:25])[CH2:11][S:10](=[O:27])(=[O:26])[CH2:9]2)[CH:7]=1.[CH2:30](Br)[CH:31]=[CH2:32].C(=O)([O-])[O-].[K+].[K+].[CH3:40][C:41]([CH3:43])=O. (4) Given the product [CH2:20]([C:15]1([C:16]([O:18][CH3:19])=[O:17])[CH2:14][O:24][CH2:23]1)[CH:21]=[CH2:22], predict the reactants needed to synthesize it. The reactants are: CCOC(/N=N/C(OCC)=O)=O.O[CH2:14][C:15]([CH2:23][OH:24])([CH2:20][CH:21]=[CH2:22])[C:16]([O:18][CH3:19])=[O:17].C1(P(C2C=CC=CC=2)C2C=CC=CC=2)C=CC=CC=1. (5) Given the product [F:16][C:11]1[CH:10]=[C:9]([CH:14]=[CH:13][C:12]=1[F:15])[O:8][C:7]1[C:2]([NH:1][C:25]2[CH:32]=[CH:31][C:28]([C:29]#[N:30])=[CH:27][N:26]=2)=[N:3][CH:4]=[C:5]([S:17][C:18]2[CH:23]=[CH:22][CH:21]=[CH:20][N:19]=2)[CH:6]=1, predict the reactants needed to synthesize it. The reactants are: [NH2:1][C:2]1[C:7]([O:8][C:9]2[CH:14]=[CH:13][C:12]([F:15])=[C:11]([F:16])[CH:10]=2)=[CH:6][C:5]([S:17][C:18]2[CH:23]=[CH:22][CH:21]=[CH:20][N:19]=2)=[CH:4][N:3]=1.Cl[C:25]1[CH:32]=[CH:31][C:28]([C:29]#[N:30])=[CH:27][N:26]=1.C(=O)([O-])[O-].[Cs+].[Cs+].C1(P(C2C=CC=CC=2)C2C3OC4C(=CC=CC=4P(C4C=CC=CC=4)C4C=CC=CC=4)C(C)(C)C=3C=CC=2)C=CC=CC=1.O.[Cl-].[NH4+]. (6) Given the product [Br:13][CH2:12][CH:2]1[O:11][C:6]2[CH:7]=[N:8][CH:9]=[CH:10][C:5]=2[O:4][CH2:3]1, predict the reactants needed to synthesize it. The reactants are: Br[CH:2]([CH2:12][Br:13])[CH2:3][O:4][C:5]1[CH:10]=[CH:9][N:8]=[CH:7][C:6]=1[OH:11].C([O-])(O)=O.[Na+]. (7) Given the product [OH2:2].[Na+:48].[Na+:48].[F:42][C:5]1[CH:6]=[CH:7][CH:8]=[C:9]([O:10][C:11]2[CH:16]=[CH:15][CH:14]=[C:13]([O:17][CH2:18][CH2:19][CH2:20][O:21][C:22]3[CH:27]=[C:26]([OH:28])[C:25]([C:54]4[CH:55]=[CH:56][C:51]([F:50])=[CH:52][CH:53]=4)=[CH:24][C:23]=3[CH2:37][CH3:38])[C:12]=2[CH2:39][CH2:40][CH3:41])[C:4]=1[C:3]([O-:2])=[O:43].[F:42][C:5]1[CH:6]=[CH:7][CH:8]=[C:9]([O:10][C:11]2[CH:16]=[CH:15][CH:14]=[C:13]([O:17][CH2:18][CH2:19][CH2:20][O:21][C:22]3[CH:27]=[C:26]([OH:28])[C:25]([C:54]4[CH:55]=[CH:56][C:51]([F:50])=[CH:52][CH:53]=4)=[CH:24][C:23]=3[CH2:37][CH3:38])[C:12]=2[CH2:39][CH2:40][CH3:41])[C:4]=1[C:3]([O-:2])=[O:43], predict the reactants needed to synthesize it. The reactants are: C[O:2][C:3](=[O:43])[C:4]1[C:9]([O:10][C:11]2[CH:16]=[CH:15][CH:14]=[C:13]([O:17][CH2:18][CH2:19][CH2:20][O:21][C:22]3[CH:27]=[C:26]([O:28]CC4C=CC=CC=4)[C:25](Br)=[CH:24][C:23]=3[CH2:37][CH3:38])[C:12]=2[CH2:39][CH2:40][CH3:41])=[CH:8][CH:7]=[CH:6][C:5]=1[F:42].C(=O)([O-])[O-].[Na+:48].[Na+].[F:50][C:51]1[CH:56]=[CH:55][C:54](B(O)O)=[CH:53][CH:52]=1.